Dataset: Catalyst prediction with 721,799 reactions and 888 catalyst types from USPTO. Task: Predict which catalyst facilitates the given reaction. Reactant: Br[CH2:2][CH2:3][CH:4]=[C:5]1[C:18]2[CH:17]=[CH:16][CH:15]=[CH:14][C:13]=2[S:12][C:11]2[C:6]1=[CH:7][CH:8]=[CH:9][CH:10]=2.[N-:19]=[N+:20]=[N-:21].[Na+].[Na+].[Cl-]. Product: [N:19]([CH2:2][CH2:3][CH:4]=[C:5]1[C:18]2[CH:17]=[CH:16][CH:15]=[CH:14][C:13]=2[S:12][C:11]2[C:6]1=[CH:7][CH:8]=[CH:9][CH:10]=2)=[N+:20]=[N-:21]. The catalyst class is: 3.